From a dataset of Forward reaction prediction with 1.9M reactions from USPTO patents (1976-2016). Predict the product of the given reaction. (1) Given the reactants [F:1][C:2]1[CH:3]=[N:4][CH:5]=[C:6]([F:34])[C:7]=1[CH:8]([C:11]1[CH:16]=[CH:15][C:14]([F:17])=[C:13]([C:18]2[C:27]3[C:22](=[CH:23][C:24]([N:28]4[CH2:33][CH2:32][O:31][CH2:30][CH2:29]4)=[CH:25][CH:26]=3)[N:21]=[CH:20][N:19]=2)[CH:12]=1)C#N.[Cl:35][C:36]1[C:41]([F:42])=[CH:40][N:39]=[CH:38][C:37]=1[CH:43]([C:46]1[CH:51]=[CH:50][C:49]([F:52])=[C:48]([C:53]2[C:62]3[C:57](=[CH:58][C:59]([N:63]4[CH2:68][CH2:67][O:66][CH2:65][CH2:64]4)=[CH:60][CH:61]=3)[N:56]=[CH:55][N:54]=2)[CH:47]=1)C#N.CC(C)([O-:72])C.[K+].OO, predict the reaction product. The product is: [F:1][C:2]1[CH:3]=[N:4][CH:5]=[C:6]([F:34])[C:7]=1[C:8]([C:11]1[CH:16]=[CH:15][C:14]([F:17])=[C:13]([C:18]2[C:27]3[C:22](=[CH:23][C:24]([N:28]4[CH2:33][CH2:32][O:31][CH2:30][CH2:29]4)=[CH:25][CH:26]=3)[N:21]=[CH:20][N:19]=2)[CH:12]=1)=[O:66].[Cl:35][C:36]1[C:41]([F:42])=[CH:40][N:39]=[CH:38][C:37]=1[C:43]([C:46]1[CH:51]=[CH:50][C:49]([F:52])=[C:48]([C:53]2[C:62]3[C:57](=[CH:58][C:59]([N:63]4[CH2:68][CH2:67][O:66][CH2:65][CH2:64]4)=[CH:60][CH:61]=3)[N:56]=[CH:55][N:54]=2)[CH:47]=1)=[O:72]. (2) Given the reactants [CH3:1][N:2]([CH:10]1[CH2:13][N:12]([C:14]2[C:15]3[N:16]([N:20]=[N:21][N:22]=3)[CH:17]=[CH:18][N:19]=2)[CH2:11]1)[C:3](=[O:9])[O:4][C:5]([CH3:8])([CH3:7])[CH3:6].CN(C=O)C.[Br:28]N1C(=O)CCC1=O, predict the reaction product. The product is: [Br:28][C:17]1[N:16]2[N:20]=[N:21][N:22]=[C:15]2[C:14]([N:12]2[CH2:13][CH:10]([N:2]([CH3:1])[C:3](=[O:9])[O:4][C:5]([CH3:8])([CH3:6])[CH3:7])[CH2:11]2)=[N:19][CH:18]=1. (3) Given the reactants [CH2:1]1[C:4]2([CH2:7][CH2:6][CH2:5]2)[CH2:3][C:2]1([C:13]([O:15]CC)=[O:14])[C:8]([O:10]CC)=[O:9].[OH-].[K+], predict the reaction product. The product is: [CH2:1]1[C:4]2([CH2:5][CH2:6][CH2:7]2)[CH2:3][C:2]1([C:13]([OH:15])=[O:14])[C:8]([OH:10])=[O:9]. (4) Given the reactants [Cl:1][C:2]1[CH:7]=[CH:6][C:5](B(O)O)=[CH:4][C:3]=1[C:11]([NH:13][CH2:14][C:15]12[CH2:24][CH:19]3[CH2:20][CH:21]([CH2:23][CH:17]([CH2:18]3)[CH2:16]1)[CH2:22]2)=[O:12].[Cl:25][C:26]1[C:31](Cl)=[N:30][CH:29]=[CH:28][N:27]=1.C(=O)([O-])[O-].[K+].[K+].C(OCC)(=O)C, predict the reaction product. The product is: [Cl:1][C:2]1[CH:7]=[CH:6][C:5]([C:31]2[C:26]([Cl:25])=[N:27][CH:28]=[CH:29][N:30]=2)=[CH:4][C:3]=1[C:11]([NH:13][CH2:14][C:15]12[CH2:24][CH:19]3[CH2:20][CH:21]([CH2:23][CH:17]([CH2:18]3)[CH2:16]1)[CH2:22]2)=[O:12]. (5) Given the reactants [OH:1][C:2]1[CH:3]=[C:4]2[C:9](=[CH:10][CH:11]=1)[O:8][CH:7]([C:12]1[CH:17]=[CH:16][CH:15]=[CH:14][CH:13]=1)[CH2:6][CH2:5]2.[F-].[K+].Cl[C:21]1[C:26]([N+:27]([O-:29])=[O:28])=[CH:25][CH:24]=[CH:23][N:22]=1.Cl, predict the reaction product. The product is: [N+:27]([C:26]1[C:21]([O:1][C:2]2[CH:3]=[C:4]3[C:9](=[CH:10][CH:11]=2)[O:8][CH:7]([C:12]2[CH:17]=[CH:16][CH:15]=[CH:14][CH:13]=2)[CH2:6][CH2:5]3)=[N:22][CH:23]=[CH:24][CH:25]=1)([O-:29])=[O:28]. (6) Given the reactants [C:1]([O:20]C)(=O)[CH2:2][CH2:3][CH2:4][CH2:5][CH2:6][CH2:7][CH2:8]/[CH:9]=[CH:10]\[CH2:11]/[CH:12]=[CH:13]\[CH2:14][CH2:15][CH2:16][CH2:17][CH3:18].[H-].[Na+].[OH-].[Na+], predict the reaction product. The product is: [CH3:1][CH2:2][CH2:3][CH2:4][CH2:5]/[CH:6]=[CH:7]\[CH2:8]/[CH:9]=[CH:10]\[CH2:11][CH2:12][CH2:13][CH2:14][CH2:15][CH2:16][CH2:17][C:1](=[O:20])[CH2:2][CH2:3][CH2:4][CH2:5][CH2:6][CH2:7][CH2:8]/[CH:9]=[CH:10]\[CH2:11]/[CH:12]=[CH:13]\[CH2:14][CH2:15][CH2:16][CH2:17][CH3:18]. (7) The product is: [CH:1]1([CH2:6][C:7]([N:11]([CH3:10])[C@H:12]2[CH2:31][N:16]3[C:17]4[C:22]([C:23]([CH2:24][C:25]([OH:27])=[O:26])=[C:15]3[CH2:14][CH2:13]2)=[CH:21][CH:20]=[CH:19][CH:18]=4)=[O:9])[CH2:2][CH2:3][CH2:4][CH2:5]1. Given the reactants [CH:1]1([CH2:6][C:7]([OH:9])=O)[CH2:5][CH2:4][CH2:3][CH2:2]1.[CH3:10][NH:11][C@H:12]1[CH2:31][N:16]2[C:17]3[C:22]([C:23]([CH2:24][C:25]([O:27]CCC)=[O:26])=[C:15]2[CH2:14][CH2:13]1)=[CH:21][CH:20]=[CH:19][CH:18]=3, predict the reaction product. (8) Given the reactants [Cl:1][C:2]1[CH:3]=[C:4]([OH:16])[CH:5]=[N:6][C:7]=1[O:8][CH2:9][C:10]([F:15])([F:14])[CH:11]([F:13])[F:12].[Cl:17][C:18]1[C:19](F)=[CH:20][C:21]([F:31])=[C:22]([CH:30]=1)[C:23]([O:25][C:26]([CH3:29])([CH3:28])[CH3:27])=[O:24].C(=O)([O-])[O-].[K+].[K+], predict the reaction product. The product is: [Cl:17][C:18]1[C:19]([O:16][C:4]2[CH:5]=[N:6][C:7]([O:8][CH2:9][C:10]([F:14])([F:15])[CH:11]([F:12])[F:13])=[C:2]([Cl:1])[CH:3]=2)=[CH:20][C:21]([F:31])=[C:22]([CH:30]=1)[C:23]([O:25][C:26]([CH3:27])([CH3:28])[CH3:29])=[O:24]. (9) Given the reactants [Cl:1][C:2]1[CH:3]=[C:4]([CH2:21]O)[CH:5]=[CH:6][C:7]=1[O:8][CH2:9][C:10]1[N:11]=[C:12]([C:16]2[O:17][CH:18]=[CH:19][CH:20]=2)[O:13][C:14]=1[CH3:15].S(Cl)([Cl:25])=O, predict the reaction product. The product is: [Cl:1][C:2]1[CH:3]=[C:4]([CH2:21][Cl:25])[CH:5]=[CH:6][C:7]=1[O:8][CH2:9][C:10]1[N:11]=[C:12]([C:16]2[O:17][CH:18]=[CH:19][CH:20]=2)[O:13][C:14]=1[CH3:15].